The task is: Predict which catalyst facilitates the given reaction.. This data is from Catalyst prediction with 721,799 reactions and 888 catalyst types from USPTO. (1) Reactant: [N:1]1([CH2:10][C:11]2[CH:16]=[CH:15][C:14]([C:17]3[O:18][C:19]([CH3:24])=[C:20]([CH2:22]O)[N:21]=3)=[CH:13][CH:12]=2)[C:5]2[CH:6]=[CH:7][CH:8]=[CH:9][C:4]=2[N:3]=[CH:2]1.S(Cl)([Cl:27])=O. Product: [Cl:27][CH2:22][C:20]1[N:21]=[C:17]([C:14]2[CH:15]=[CH:16][C:11]([CH2:10][N:1]3[C:5]4[CH:6]=[CH:7][CH:8]=[CH:9][C:4]=4[N:3]=[CH:2]3)=[CH:12][CH:13]=2)[O:18][C:19]=1[CH3:24]. The catalyst class is: 2. (2) Reactant: [Br:1][C:2]1[CH:8]=[CH:7][C:5]([NH2:6])=[C:4]([C:9]([F:12])([F:11])[F:10])[CH:3]=1.Cl.[NH2:14][OH:15].S([O-])([O-])(=O)=O.[Na+].[Na+].Cl[C:24](Cl)(Cl)[CH:25]([OH:27])O. Product: [Br:1][C:2]1[CH:8]=[CH:7][C:5]([NH:6][C:25](=[O:27])[CH:24]=[N:14][OH:15])=[C:4]([C:9]([F:10])([F:11])[F:12])[CH:3]=1. The catalyst class is: 223. (3) Reactant: [Cl-].O[NH3+:3].[C:4](=[O:7])([O-])[OH:5].[Na+].CS(C)=O.[CH3:13][O:14][C:15]1[CH:20]=[CH:19][C:18]([N:21]2[C:26](=[O:27])[C:25]([CH2:28][C:29]3[CH:34]=[CH:33][C:32]([C:35]4[C:36]([C:41]#[N:42])=[CH:37][CH:38]=[CH:39][CH:40]=4)=[CH:31][CH:30]=3)=[C:24]([CH2:43][CH2:44][CH3:45])[N:23]3[N:46]=[CH:47][N:48]=[C:22]23)=[CH:17][CH:16]=1. Product: [CH3:13][O:14][C:15]1[CH:16]=[CH:17][C:18]([N:21]2[C:26](=[O:27])[C:25]([CH2:28][C:29]3[CH:34]=[CH:33][C:32]([C:35]4[CH:40]=[CH:39][CH:38]=[CH:37][C:36]=4[C:41]4[NH:3][C:4](=[O:7])[O:5][N:42]=4)=[CH:31][CH:30]=3)=[C:24]([CH2:43][CH2:44][CH3:45])[N:23]3[N:46]=[CH:47][N:48]=[C:22]23)=[CH:19][CH:20]=1. The catalyst class is: 13.